From a dataset of Forward reaction prediction with 1.9M reactions from USPTO patents (1976-2016). Predict the product of the given reaction. Given the reactants [C:1]([O:5][C:6]([CH3:9])([CH3:8])[CH3:7])(=[O:4])[CH:2]=[CH2:3].[CH:10]([Cl:13])(Cl)[Cl:11].[OH-].[Na+], predict the reaction product. The product is: [Cl:11][C:10]1([Cl:13])[CH2:3][CH:2]1[C:1]([O:5][C:6]([CH3:9])([CH3:8])[CH3:7])=[O:4].